This data is from Full USPTO retrosynthesis dataset with 1.9M reactions from patents (1976-2016). The task is: Predict the reactants needed to synthesize the given product. (1) Given the product [CH3:20][O:19][C:14]1[CH:15]=[CH:16][CH:17]=[CH:18][C:13]=1[C:12]1[N:6]2[C:7]([CH:8]=[N:9][C:4]([NH:48][C:44]3[CH:45]=[CH:46][CH:47]=[C:42]([N:39]4[CH2:40][CH2:41][CH:36]([N:30]5[CH2:31][CH2:32][O:33][CH2:34][CH2:35]5)[CH2:37][CH2:38]4)[CH:43]=3)=[N:5]2)=[CH:10][CH:11]=1, predict the reactants needed to synthesize it. The reactants are: CS([C:4]1[N:9]=[CH:8][C:7]2=[CH:10][CH:11]=[C:12]([C:13]3[CH:18]=[CH:17][CH:16]=[CH:15][C:14]=3[O:19][CH3:20])[N:6]2[N:5]=1)=O.C(N(CC)C(C)C)(C)C.[N:30]1([CH:36]2[CH2:41][CH2:40][N:39]([C:42]3[CH:43]=[C:44]([NH2:48])[CH:45]=[CH:46][CH:47]=3)[CH2:38][CH2:37]2)[CH2:35][CH2:34][O:33][CH2:32][CH2:31]1. (2) Given the product [CH3:26][NH:29][C:21](=[O:22])[CH2:20][O:19][CH:16]1[C:12]2[CH:13]=[N:14][CH:15]=[C:10]([C:7]3[CH:6]=[CH:5][C:4]([C:3]([F:25])([F:24])[F:2])=[CH:9][CH:8]=3)[C:11]=2[CH2:18][CH2:17]1, predict the reactants needed to synthesize it. The reactants are: Cl.[F:2][C:3]([F:25])([F:24])[C:4]1[CH:9]=[CH:8][C:7]([C:10]2[C:11]3[CH2:18][CH2:17][CH:16]([O:19][CH2:20][C:21](O)=[O:22])[C:12]=3[CH:13]=[N:14][CH:15]=2)=[CH:6][CH:5]=1.[CH:26]([N:29](CC)C(C)C)(C)C.CN.CCO.CCCP1(OP(CCC)(=O)OP(CCC)(=O)O1)=O.